From a dataset of Full USPTO retrosynthesis dataset with 1.9M reactions from patents (1976-2016). Predict the reactants needed to synthesize the given product. (1) Given the product [ClH:10].[ClH:10].[NH2:2][CH2:1][C:3]1[C:8]([F:9])=[CH:7][CH:6]=[CH:5][N:4]=1, predict the reactants needed to synthesize it. The reactants are: [C:1]([C:3]1[C:8]([F:9])=[CH:7][CH:6]=[CH:5][N:4]=1)#[N:2].[ClH:10]. (2) Given the product [CH:9]12[CH2:2][C:3](=[O:10])[CH:4]1[CH2:5][CH2:6][CH2:7][CH2:8]2, predict the reactants needed to synthesize it. The reactants are: Cl[C:2]1(Cl)[CH:9]2[CH:4]([CH2:5][CH2:6][CH2:7][CH2:8]2)[C:3]1=[O:10]. (3) Given the product [Br:25][C:26]1[CH:38]=[CH:37][C:36]2[C:35]3[C:30](=[CH:31][C:32]([Br:39])=[CH:33][CH:34]=3)[C:29]([OH:44])([C:2]3[CH:7]=[C:6]([CH2:8][CH2:9][CH2:10][CH2:11][CH2:12][CH3:13])[CH:5]=[C:4]([CH2:14][CH2:15][CH2:16][CH2:17][CH2:18][CH3:19])[CH:3]=3)[C:28]=2[CH:27]=1, predict the reactants needed to synthesize it. The reactants are: Br[C:2]1[CH:7]=[C:6]([CH2:8][CH2:9][CH2:10][CH2:11][CH2:12][CH3:13])[CH:5]=[C:4]([CH2:14][CH2:15][CH2:16][CH2:17][CH2:18][CH3:19])[CH:3]=1.C([Li])CCC.[Br:25][C:26]1[C:27](=O)[C:28]2[C:36](=[CH:37][CH:38]=1)[C:35]1[C:30](=[CH:31][C:32]([Br:39])=[CH:33][CH:34]=1)[CH:29]=2.C1C[O:44]CC1. (4) Given the product [O:13]1[CH:17]=[CH:16][CH:15]=[C:14]1[CH:18]([C:24](=[O:28])[CH:25]([CH3:27])[CH3:26])[C:19]([O:21][CH2:22][CH3:23])=[O:20], predict the reactants needed to synthesize it. The reactants are: C(NC(C)C)(C)C.C([Li])CCC.[O:13]1[CH:17]=[CH:16][CH:15]=[C:14]1[CH2:18][C:19]([O:21][CH2:22][CH3:23])=[O:20].[C:24](Cl)(=[O:28])[CH:25]([CH3:27])[CH3:26]. (5) Given the product [NH2:1][C:4]1[CH:5]=[CH:6][C:7]([CH2:8][C:9]2[CH:14]=[CH:13][N:12]=[C:11]([C:15]#[N:16])[CH:10]=2)=[CH:17][CH:18]=1, predict the reactants needed to synthesize it. The reactants are: [N+:1]([C:4]1[CH:18]=[CH:17][C:7]([CH2:8][C:9]2[CH:14]=[CH:13][N:12]=[C:11]([C:15]#[N:16])[CH:10]=2)=[CH:6][CH:5]=1)([O-])=O.N1C=CC=CC=1.